This data is from Reaction yield outcomes from USPTO patents with 853,638 reactions. The task is: Predict the reaction yield, written as a fraction of the theoretical maximum amount of product (1.0 means a 100% yield; for example, 0.34 means a 34% yield). (1) The reactants are [O:1]=[C:2]1[NH:6][C:5](=[O:7])[C:4](=[CH:8][C:9]2[C:17]3[C:12](=[CH:13][CH:14]=[CH:15][CH:16]=3)[N:11]([CH2:18][C:19]([OH:21])=O)[CH:10]=2)[S:3]1.Cl.C(N=C=NCCCN(C)C)C.ON1C2C=CC=CC=2N=N1.[Cl:44][C:45]1[CH:52]=[CH:51][C:48]([CH2:49][NH2:50])=[CH:47][CH:46]=1.CCN(C(C)C)C(C)C. The catalyst is CN1C(=O)CCC1.C(OCC)(=O)C. The product is [Cl:44][C:45]1[CH:52]=[CH:51][C:48]([CH2:49][NH:50][C:19](=[O:21])[CH2:18][N:11]2[C:12]3[C:17](=[CH:16][CH:15]=[CH:14][CH:13]=3)[C:9]([CH:8]=[C:4]3[S:3][C:2](=[O:1])[NH:6][C:5]3=[O:7])=[CH:10]2)=[CH:47][CH:46]=1. The yield is 0.570. (2) The reactants are [F:1][C:2]1[CH:31]=[C:30]([N:32]=[C:33]=[S:34])[CH:29]=[CH:28][C:3]=1[O:4][C:5]1[C:14]2[C:9](=[CH:10][C:11]([O:17][CH2:18][CH2:19][CH2:20][N:21]3[CH2:26][CH2:25][CH2:24][CH2:23][CH2:22]3)=[C:12]([O:15][CH3:16])[CH:13]=2)[NH:8][C:7](=O)[CH:6]=1.O.[NH2:36][NH2:37]. The catalyst is C(Cl)Cl. The product is [N:21]1([CH2:20][CH2:19][CH2:18][O:17][C:11]2[CH:10]=[C:9]3[C:14]([C:5]([O:4][C:3]4[CH:28]=[CH:29][C:30]([NH:32][C:33](=[S:34])[NH:36][NH2:37])=[CH:31][C:2]=4[F:1])=[CH:6][CH:7]=[N:8]3)=[CH:13][C:12]=2[O:15][CH3:16])[CH2:26][CH2:25][CH2:24][CH2:23][CH2:22]1. The yield is 0.695. (3) The reactants are O=P(Cl)(Cl)Cl.[F:6][C:7]([F:30])([F:29])[C:8]([N:10]1[CH2:28][CH2:27][C:13]2([C:18]3=[C:19]([CH3:22])[CH:20]=[CH:21][N:17]3[C:16]3[CH:23]=[CH:24][CH:25]=[CH:26][C:15]=3[O:14]2)[CH2:12][CH2:11]1)=[O:9].[OH-].[Na+].CN([CH:36]=[O:37])C. No catalyst specified. The product is [CH3:22][C:19]1[CH:20]=[C:21]([CH:36]=[O:37])[N:17]2[C:18]=1[C:13]1([CH2:27][CH2:28][N:10]([C:8](=[O:9])[C:7]([F:6])([F:29])[F:30])[CH2:11][CH2:12]1)[O:14][C:15]1[CH:26]=[CH:25][CH:24]=[CH:23][C:16]2=1. The yield is 0.240.